The task is: Predict which catalyst facilitates the given reaction.. This data is from Catalyst prediction with 721,799 reactions and 888 catalyst types from USPTO. (1) Reactant: O[C:2]1[C:3]([NH:11][C:12](=[O:22])[C:13]2[CH:18]=[CH:17][C:16]([N+:19]([O-:21])=[O:20])=[CH:15][CH:14]=2)=[C:4]([CH:8]=[CH:9][CH:10]=1)[C:5]([OH:7])=[O:6].CC1C=CC(S(O)(=O)=O)=CC=1. Product: [N+:19]([C:16]1[CH:15]=[CH:14][C:13]([C:12]2[O:22][C:2]3[C:3](=[C:4]([C:5]([OH:7])=[O:6])[CH:8]=[CH:9][CH:10]=3)[N:11]=2)=[CH:18][CH:17]=1)([O-:21])=[O:20]. The catalyst class is: 11. (2) Reactant: [C:1]([C:4]1[C:5]([C:19](=[O:21])[CH3:20])=[C:6]([CH3:18])[N:7]([C:10]2[CH:15]=[CH:14][C:13]([OH:16])=[C:12]([CH3:17])[CH:11]=2)[C:8]=1[CH3:9])(=[O:3])[CH3:2].Br[CH2:23][CH3:24].C([O-])([O-])=O.[K+].[K+]. Product: [C:1]([C:4]1[C:5]([C:19](=[O:21])[CH3:20])=[C:6]([CH3:18])[N:7]([C:10]2[CH:15]=[CH:14][C:13]([O:16][CH2:23][CH3:24])=[C:12]([CH3:17])[CH:11]=2)[C:8]=1[CH3:9])(=[O:3])[CH3:2]. The catalyst class is: 3. (3) Reactant: [Cl:1][C:2]1[N:7]=[C:6](Cl)[C:5]([N+:9]([O-:11])=[O:10])=[CH:4][N:3]=1.[F:12][C:13]1([F:27])[CH2:17][CH2:16][C@@H:15]([NH:18][CH2:19][C:20]2([C:23]([O:25][CH3:26])=[O:24])[CH2:22][CH2:21]2)[CH2:14]1.C(=O)(O)[O-].[Na+]. The catalyst class is: 4. Product: [Cl:1][C:2]1[N:7]=[C:6]([N:18]([CH2:19][C:20]2([C:23]([O:25][CH3:26])=[O:24])[CH2:22][CH2:21]2)[C@@H:15]2[CH2:16][CH2:17][C:13]([F:12])([F:27])[CH2:14]2)[C:5]([N+:9]([O-:11])=[O:10])=[CH:4][N:3]=1. (4) Reactant: [C:1]([C:4]1[CH:5]=[C:6]([CH:10]=[CH:11][C:12]=1[OH:13])[C:7]([OH:9])=O)(=[O:3])[CH3:2].CC[N:16]([CH:20]([CH3:22])C)[CH:17]([CH3:19])C.N1CCCC1. Product: [OH:13][C:12]1[CH:11]=[CH:10][C:6]([C:7]([N:16]2[CH2:17][CH2:19][CH2:22][CH2:20]2)=[O:9])=[CH:5][C:4]=1[C:1](=[O:3])[CH3:2]. The catalyst class is: 3. (5) Product: [F:24][C:23]([F:26])([F:25])[C:20]1[CH:21]=[CH:22][C:17]([N:10]2[CH2:11][CH2:12][C:8]3([CH2:14][CH2:15][C:5]4([O:4][CH2:3][CH2:2][O:1]4)[CH2:6][CH2:7]3)[C:9]2=[O:13])=[CH:18][CH:19]=1. Reactant: [O:1]1[C:5]2([CH2:15][CH2:14][C:8]3([CH2:12][CH2:11][NH:10][C:9]3=[O:13])[CH2:7][CH2:6]2)[O:4][CH2:3][CH2:2]1.Br[C:17]1[CH:22]=[CH:21][C:20]([C:23]([F:26])([F:25])[F:24])=[CH:19][CH:18]=1.CNCCNC.[O-]P([O-])([O-])=O.[K+].[K+].[K+]. The catalyst class is: 3. (6) Reactant: Br[C:2]1[N:3]=[CH:4][C:5]2[N:6]([C:8]([C:11]3[CH:18]=[CH:17][C:14]([C:15]#[N:16])=[CH:13][CH:12]=3)=[CH:9][N:10]=2)[CH:7]=1.[CH3:19][O:20][C:21]1[CH:22]=[C:23](B(O)O)[CH:24]=[CH:25][C:26]=1[C:27]([O:29][CH3:30])=[O:28].C([O-])([O-])=O.[Na+].[Na+]. Product: [C:15]([C:14]1[CH:17]=[CH:18][C:11]([C:8]2[N:6]3[CH:7]=[C:2]([C:23]4[CH:24]=[CH:25][C:26]([C:27]([O:29][CH3:30])=[O:28])=[C:21]([O:20][CH3:19])[CH:22]=4)[N:3]=[CH:4][C:5]3=[N:10][CH:9]=2)=[CH:12][CH:13]=1)#[N:16]. The catalyst class is: 70. (7) Reactant: [N+:1]([C:4]1[CH:5]=[C:6]([CH2:10][CH2:11][NH2:12])[CH:7]=[CH:8][CH:9]=1)([O-:3])=[O:2].[CH3:13][C:14]([O:17][C:18](O[C:18]([O:17][C:14]([CH3:16])([CH3:15])[CH3:13])=[O:19])=[O:19])([CH3:16])[CH3:15]. Product: [C:14]([O:17][C:18](=[O:19])[NH:12][CH2:11][CH2:10][C:6]1[CH:7]=[CH:8][CH:9]=[C:4]([N+:1]([O-:3])=[O:2])[CH:5]=1)([CH3:16])([CH3:15])[CH3:13]. The catalyst class is: 7.